Dataset: Reaction yield outcomes from USPTO patents with 853,638 reactions. Task: Predict the reaction yield, written as a fraction of the theoretical maximum amount of product (1.0 means a 100% yield; for example, 0.34 means a 34% yield). (1) The reactants are [CH3:1][N:2]1[CH2:7][CH2:6][N:5]([CH2:8][C:9]2[CH:14]=[CH:13][C:12]([N+:15]([O-])=O)=[CH:11][C:10]=2[C:18]([F:21])([F:20])[F:19])[CH2:4][CH2:3]1. The catalyst is CO.[Ni]. The product is [CH3:1][N:2]1[CH2:7][CH2:6][N:5]([CH2:8][C:9]2[CH:14]=[CH:13][C:12]([NH2:15])=[CH:11][C:10]=2[C:18]([F:21])([F:19])[F:20])[CH2:4][CH2:3]1. The yield is 1.00. (2) The product is [C:26]([Si:23]([CH3:25])([CH3:24])[O:22][C:19]1[CH:20]=[CH:21][C:16]([C:11]([C:7]2[S:6][C:5]([CH2:3][OH:2])=[C:9]([CH3:10])[CH:8]=2)([CH2:14][CH3:15])[CH2:12][CH3:13])=[CH:17][C:18]=1[CH3:30])([CH3:28])([CH3:27])[CH3:29]. The catalyst is C1COCC1. The yield is 0.750. The reactants are C[O:2][C:3]([C:5]1[S:6][C:7]([C:11]([C:16]2[CH:21]=[CH:20][C:19]([O:22][Si:23]([C:26]([CH3:29])([CH3:28])[CH3:27])([CH3:25])[CH3:24])=[C:18]([CH3:30])[CH:17]=2)([CH2:14][CH3:15])[CH2:12][CH3:13])=[CH:8][C:9]=1[CH3:10])=O.[H-].[Al+3].[Li+].[H-].[H-].[H-].